From a dataset of Full USPTO retrosynthesis dataset with 1.9M reactions from patents (1976-2016). Predict the reactants needed to synthesize the given product. Given the product [Cl:1][C:2]1[N:3]=[C:4]2[N:12]([CH2:19][C:20]([C:22]3[CH:31]=[N:30][C:29]4[NH:28][CH2:27][CH2:26][O:25][C:24]=4[CH:23]=3)=[O:21])[C@H:11]([C:13]([F:14])([F:15])[F:16])[CH2:10][CH2:9][N:5]2[C:6](=[O:8])[CH:7]=1, predict the reactants needed to synthesize it. The reactants are: [Cl:1][C:2]1[N:3]=[C:4]2[NH:12][C@H:11]([C:13]([F:16])([F:15])[F:14])[CH2:10][CH2:9][N:5]2[C:6](=[O:8])[CH:7]=1.Br.Br[CH2:19][C:20]([C:22]1[CH:31]=[N:30][C:29]2[NH:28][CH2:27][CH2:26][O:25][C:24]=2[CH:23]=1)=[O:21].